Predict the reaction yield, written as a fraction of the theoretical maximum amount of product (1.0 means a 100% yield; for example, 0.34 means a 34% yield). From a dataset of Reaction yield outcomes from USPTO patents with 853,638 reactions. (1) The reactants are [O:1]([CH2:8][CH2:9][C:10]([OH:12])=[O:11])[C:2]1[CH:7]=[CH:6][CH:5]=[CH:4][CH:3]=1.[CH3:13]O. The catalyst is OS(O)(=O)=O. The product is [O:1]([CH2:8][CH2:9][C:10]([O:12][CH3:13])=[O:11])[C:2]1[CH:7]=[CH:6][CH:5]=[CH:4][CH:3]=1. The yield is 0.925. (2) The reactants are [NH2:1][C:2]1[C:11]([N+:12]([O-])=O)=[C:10]2[C:5]([C:6](=[O:24])[CH:7]=[C:8]([C:15]3[CH:20]=[CH:19][C:18]([N:21]([CH3:23])[CH3:22])=[CH:17][CH:16]=3)[O:9]2)=[CH:4][CH:3]=1.[H][H].[ClH:27]. The catalyst is CO.[Pd]. The product is [ClH:27].[NH2:1][C:2]1[C:11]([NH2:12])=[C:10]2[C:5]([C:6](=[O:24])[CH:7]=[C:8]([C:15]3[CH:20]=[CH:19][C:18]([N:21]([CH3:22])[CH3:23])=[CH:17][CH:16]=3)[O:9]2)=[CH:4][CH:3]=1. The yield is 0.880. (3) The reactants are [CH:1]12[CH2:10][CH:5]3[CH2:6][CH:7]([CH2:9][CH:3]([CH2:4]3)[CH:2]1[NH:11][C:12](=[O:20])[C:13]1[CH:18]=[CH:17][C:16]([OH:19])=[CH:15][CH:14]=1)[CH2:8]2.C1(P(C2C=CC=CC=2)C2C=CC=CC=2)C=CC=CC=1.[C:40]([Si:44]([C:59]1[CH:64]=[CH:63][CH:62]=[CH:61][CH:60]=1)([C:53]1[CH:58]=[CH:57][CH:56]=[CH:55][CH:54]=1)[O:45][CH:46]1[CH2:51][CH2:50][CH:49](O)[CH2:48][CH2:47]1)([CH3:43])([CH3:42])[CH3:41].CCOC(/N=N/C(OCC)=O)=O. The catalyst is C1COCC1.CN(C=O)C. The product is [CH:1]12[CH2:10][CH:5]3[CH2:6][CH:7]([CH2:9][CH:3]([CH2:4]3)[CH:2]1[NH:11][C:12](=[O:20])[C:13]1[CH:14]=[CH:15][C:16]([O:19][CH:49]3[CH2:48][CH2:47][CH:46]([O:45][Si:44]([C:40]([CH3:43])([CH3:42])[CH3:41])([C:59]4[CH:64]=[CH:63][CH:62]=[CH:61][CH:60]=4)[C:53]4[CH:54]=[CH:55][CH:56]=[CH:57][CH:58]=4)[CH2:51][CH2:50]3)=[CH:17][CH:18]=1)[CH2:8]2. The yield is 0.530.